Dataset: Reaction yield outcomes from USPTO patents with 853,638 reactions. Task: Predict the reaction yield, written as a fraction of the theoretical maximum amount of product (1.0 means a 100% yield; for example, 0.34 means a 34% yield). (1) The reactants are [ClH:1].[N+]([C:5]1[NH:6][CH:7]=[C:8]([N+:10]([O-:12])=[O:11])[N:9]=1)([O-])=O. No catalyst specified. The product is [Cl:1][C:5]1[NH:6][CH:7]=[C:8]([N+:10]([O-:12])=[O:11])[N:9]=1. The yield is 0.670. (2) The reactants are O1CCCC1.[CH3:6][C:7]1[CH:12]=[CH:11][CH:10]=[C:9]([CH3:13])[C:8]=1[CH2:14][S:15]([OH:18])(=O)=[O:16].C(Cl)(=O)C([Cl:22])=O. The catalyst is CN(C)C=O. The product is [CH3:6][C:7]1[CH:12]=[CH:11][CH:10]=[C:9]([CH3:13])[C:8]=1[CH2:14][S:15]([Cl:22])(=[O:18])=[O:16]. The yield is 0.960. (3) The reactants are [CH3:1][O:2][C:3]1[CH:8]=[C:7](B2OC(C)(C)C(C)(C)O2)[CH:6]=[CH:5][N:4]=1.Cl[C:19]1[N:24]=[CH:23][C:22]([C:25]([F:28])([F:27])[F:26])=[CH:21][N:20]=1. No catalyst specified. The product is [CH3:1][O:2][C:3]1[CH:8]=[C:7]([C:19]2[N:24]=[CH:23][C:22]([C:25]([F:28])([F:27])[F:26])=[CH:21][N:20]=2)[CH:6]=[CH:5][N:4]=1. The yield is 0.160.